This data is from Peptide-MHC class II binding affinity with 134,281 pairs from IEDB. The task is: Regression. Given a peptide amino acid sequence and an MHC pseudo amino acid sequence, predict their binding affinity value. This is MHC class II binding data. (1) The peptide sequence is DKRHDGGCRKELAAV. The MHC is DRB1_1101 with pseudo-sequence DRB1_1101. The binding affinity (normalized) is 0.222. (2) The peptide sequence is NMPNGLIAQFYQPEREKV. The MHC is DRB1_1101 with pseudo-sequence DRB1_1101. The binding affinity (normalized) is 0. (3) The peptide sequence is ASTEYTPIGDNKA. The binding affinity (normalized) is 0. The MHC is HLA-DPA10201-DPB10501 with pseudo-sequence HLA-DPA10201-DPB10501. (4) The peptide sequence is KLRSAGEVEIQFRRV. The MHC is HLA-DQA10102-DQB10502 with pseudo-sequence HLA-DQA10102-DQB10502. The binding affinity (normalized) is 0.126.